This data is from Reaction yield outcomes from USPTO patents with 853,638 reactions. The task is: Predict the reaction yield, written as a fraction of the theoretical maximum amount of product (1.0 means a 100% yield; for example, 0.34 means a 34% yield). (1) The catalyst is ClCCl.O.[N+]([O-])([O-])=O.[Ag+]. The product is [C:22]([C:18]1[CH:19]=[CH:20][C:15]([C:13]#[N:14])=[CH:16][N:17]=1)(=[O:23])[CH3:21]. The yield is 0.210. The reactants are [NH4+].[NH4+].[O-]S(OOS([O-])(=O)=O)(=O)=O.[C:13]([C:15]1[CH:16]=[N:17][CH:18]=[CH:19][CH:20]=1)#[N:14].[C:21](O)(=O)[C:22](C)=[O:23].S(=O)(=O)(O)O.[OH-].[Na+]. (2) The reactants are I[C:2]1[CH:3]=[N:4][N:5]([CH2:7][CH2:8][O:9][CH:10]2[CH2:15][CH2:14][CH2:13][CH2:12][O:11]2)[CH:6]=1.C([Mg]Cl)(C)C.CO[B:23]1[O:27][C:26]([CH3:29])([CH3:28])[C:25]([CH3:31])([CH3:30])[O:24]1. The catalyst is C1COCC1. The product is [O:11]1[CH2:12][CH2:13][CH2:14][CH2:15][CH:10]1[O:9][CH2:8][CH2:7][N:5]1[CH:6]=[C:2]([B:23]2[O:27][C:26]([CH3:29])([CH3:28])[C:25]([CH3:31])([CH3:30])[O:24]2)[CH:3]=[N:4]1. The yield is 0.800. (3) The reactants are [Br:1][C:2]1[C:3]([F:11])=[C:4]([CH:8]=[CH:9][CH:10]=1)[C:5]([OH:7])=[O:6].[CH3:12]OC(OC)OC.C1(C)C=CC(S(O)(=O)=O)=CC=1. The catalyst is CO. The product is [Br:1][C:2]1[C:3]([F:11])=[C:4]([CH:8]=[CH:9][CH:10]=1)[C:5]([O:7][CH3:12])=[O:6]. The yield is 0.840. (4) The reactants are [F:1][CH:2]([F:5])[CH2:3]Cl.[CH2:6]([NH2:13])[C:7]1[CH:12]=[CH:11][CH:10]=[CH:9][CH:8]=1.Cl. The catalyst is CN1CCCC1=O. The product is [CH2:6]([NH:13][CH2:3][CH:2]([F:5])[F:1])[C:7]1[CH:12]=[CH:11][CH:10]=[CH:9][CH:8]=1. The yield is 0.662. (5) The reactants are [Cl-].[Al+3].[Cl-].[Cl-].C[O:6][C:7]1[CH:23]=[CH:22][C:10]2[CH2:11][CH:12]([CH2:17][C:18]([O:20][CH3:21])=[O:19])[C:13](=[O:16])[NH:14][CH2:15][C:9]=2[CH:8]=1.C(S)C. The catalyst is C(Cl)Cl. The product is [OH:6][C:7]1[CH:23]=[CH:22][C:10]2[CH2:11][CH:12]([CH2:17][C:18]([O:20][CH3:21])=[O:19])[C:13](=[O:16])[NH:14][CH2:15][C:9]=2[CH:8]=1. The yield is 0.910. (6) The reactants are [OH:1][N:2]=[C:3](Cl)[C:4]1[C:9]([NH:10][CH2:11][C:12]2[CH:17]=[CH:16][C:15]([O:18][CH3:19])=[CH:14][CH:13]=2)=[N:8][CH:7]=[CH:6][N:5]=1.[F:21][C:22]([F:31])([F:30])[C:23]1[CH:24]=[C:25]([NH2:29])[CH:26]=[CH:27][CH:28]=1.C(N(CC)C(C)C)(C)C. The catalyst is C(O)C. The product is [OH:1][N:2]=[C:3]([C:4]1[C:9]([NH:10][CH2:11][C:12]2[CH:17]=[CH:16][C:15]([O:18][CH3:19])=[CH:14][CH:13]=2)=[N:8][CH:7]=[CH:6][N:5]=1)[NH:29][C:25]1[CH:26]=[CH:27][CH:28]=[C:23]([C:22]([F:21])([F:30])[F:31])[CH:24]=1. The yield is 0.840. (7) The reactants are [F:1][C:2]([F:22])([F:21])[C:3]1[CH:20]=[CH:19][C:6]([CH2:7][O:8][N:9]=[C:10]([C:12]2[CH:17]=[CH:16][C:15]([OH:18])=[CH:14][CH:13]=2)[CH3:11])=[CH:5][CH:4]=1.Cl[CH2:24][N:25]1[CH:29]=[N:28][CH:27]=[N:26]1.CN(C=O)C. The catalyst is O. The product is [F:1][C:2]([F:21])([F:22])[C:3]1[CH:20]=[CH:19][C:6]([CH2:7][O:8][N:9]=[C:10]([C:12]2[CH:17]=[CH:16][C:15]([O:18][CH2:24][N:25]3[CH:29]=[N:28][CH:27]=[N:26]3)=[CH:14][CH:13]=2)[CH3:11])=[CH:5][CH:4]=1. The yield is 0.770. (8) The reactants are [H-].[H-].[H-].[H-].[Li+].[Al+3].C([O:9][C:10]([C:12]1[N:13]=[C:14]([C:17]2[CH:22]=[CH:21][C:20]([O:23][CH3:24])=[CH:19][CH:18]=2)[S:15][CH:16]=1)=O)C.O.[OH-].[Na+]. The catalyst is C1COCC1. The product is [CH3:24][O:23][C:20]1[CH:19]=[CH:18][C:17]([C:14]2[S:15][CH:16]=[C:12]([CH2:10][OH:9])[N:13]=2)=[CH:22][CH:21]=1. The yield is 0.640.